This data is from Full USPTO retrosynthesis dataset with 1.9M reactions from patents (1976-2016). The task is: Predict the reactants needed to synthesize the given product. (1) Given the product [F:1][C:2]1[CH:7]=[C:6]([F:8])[CH:5]=[CH:4][C:3]=1[C@@:9]([NH:20][S@@:21]([C:23]([CH3:26])([CH3:25])[CH3:24])=[O:22])([CH2:11][C@@H:12]([OH:13])[C:14]1[C:15]([CH3:19])=[N:16][O:17][CH:18]=1)[CH3:10], predict the reactants needed to synthesize it. The reactants are: [F:1][C:2]1[CH:7]=[C:6]([F:8])[CH:5]=[CH:4][C:3]=1[C@@:9]([NH:20][S@@:21]([C:23]([CH3:26])([CH3:25])[CH3:24])=[O:22])([CH2:11][C:12]([C:14]1[C:15]([CH3:19])=[N:16][O:17][CH:18]=1)=[O:13])[CH3:10].[H-].C(O[Al](OC(C)(C)C)OC(C)(C)C)(C)(C)C.[Li+].C1COCC1.O.O.O.O.O.O.O.O.O.O.S([O-])([O-])(=O)=O.[Na+].[Na+].[Cl-].[NH4+]. (2) Given the product [CH2:20]([O:17][C:6]1[CH:5]=[C:4]2[C:9]([C:10]([N:12]3[CH2:16][CH2:15][CH2:14][CH2:13]3)=[CH:11][C:2]([CH3:1])=[N:3]2)=[CH:8][CH:7]=1)[CH:19]=[CH2:18], predict the reactants needed to synthesize it. The reactants are: [CH3:1][C:2]1[CH:11]=[C:10]([N:12]2[CH2:16][CH2:15][CH2:14][CH2:13]2)[C:9]2[C:4](=[CH:5][C:6]([OH:17])=[CH:7][CH:8]=2)[N:3]=1.[CH2:18](Br)[CH:19]=[CH2:20]. (3) Given the product [CH3:36][O:37][C:38]1[CH:43]=[CH:42][CH:41]=[CH:40][C:39]=1[N:44]1[CH2:49][CH2:48][N:47]([CH2:17][CH2:18][CH2:19][CH2:20][O:21][C:22]2[CH:31]=[C:30]3[C:25]([CH2:26][CH2:27][C:28](=[O:32])[NH:29]3)=[CH:24][CH:23]=2)[CH2:46][CH2:45]1, predict the reactants needed to synthesize it. The reactants are: C(OC1C=CC=CC=1N1CCCN([CH2:17][CH2:18][CH2:19][CH2:20][O:21][C:22]2[CH:31]=[C:30]3[C:25]([CH2:26][CH2:27][C:28](=[O:32])[NH:29]3)=[CH:24][CH:23]=2)CC1)C.[Na+].[I-].Cl.[CH3:36][O:37][C:38]1[CH:43]=[CH:42][CH:41]=[CH:40][C:39]=1[N:44]1[CH2:49][CH2:48][NH:47][CH2:46][CH2:45]1.C([O-])([O-])=O.[K+].[K+]. (4) Given the product [N+:21]([C:14]1[CH:15]=[C:16]([C:17]([F:20])([F:18])[F:19])[C:11]([CH2:3][C:1]#[N:2])=[N:12][CH:13]=1)([O-:23])=[O:22], predict the reactants needed to synthesize it. The reactants are: [C:1]([CH:3]([C:11]1[C:16]([C:17]([F:20])([F:19])[F:18])=[CH:15][C:14]([N+:21]([O-:23])=[O:22])=[CH:13][N:12]=1)C(OC(C)(C)C)=O)#[N:2].Cl.CC(=O)OCC. (5) Given the product [F:15][C:16]([F:39])([F:40])[C:17]1[CH:34]=[C:33]([C:35]([F:38])([F:37])[F:36])[CH:32]=[CH:31][C:18]=1[CH2:19][O:20][C:21]1[C:22]([O:29][CH3:30])=[C:23](/[CH:24]=[C:7]2/[C:3]([NH:2][CH3:1])=[N:4][C:5](=[O:8])[S:6]/2)[CH:26]=[CH:27][CH:28]=1, predict the reactants needed to synthesize it. The reactants are: [CH3:1][NH:2][C:3]1[CH2:7][S:6][C:5](=[O:8])[N:4]=1.CC(C)([O-])C.[K+].[F:15][C:16]([F:40])([F:39])[C:17]1[CH:34]=[C:33]([C:35]([F:38])([F:37])[F:36])[CH:32]=[CH:31][C:18]=1[CH2:19][O:20][C:21]1[C:22]([O:29][CH3:30])=[C:23]([CH:26]=[CH:27][CH:28]=1)[CH:24]=O.[Cl-].[NH4+]. (6) Given the product [C:15]([C:7]1[O:8][C:9]([C:11]([CH3:14])([CH3:12])[CH3:13])=[CH:10][C:6]=1[NH:5][C:1]([NH:25][C:26]1[CH:31]=[CH:30][C:29]([CH3:32])=[CH:28][CH:27]=1)=[O:2])([O:17][CH3:18])=[O:16], predict the reactants needed to synthesize it. The reactants are: [C:1](Cl)(Cl)=[O:2].[NH2:5][C:6]1[CH:10]=[C:9]([C:11]([CH3:14])([CH3:13])[CH3:12])[O:8][C:7]=1[C:15]([O:17][CH3:18])=[O:16].N1C=CC=CC=1.[NH2:25][C:26]1[CH:31]=[CH:30][C:29]([CH3:32])=[CH:28][CH:27]=1.